Task: Predict which catalyst facilitates the given reaction.. Dataset: Catalyst prediction with 721,799 reactions and 888 catalyst types from USPTO (1) Reactant: [Cl:1][C:2]1[C:31]([C:32]([F:35])([F:34])[F:33])=[CH:30][CH:29]=[CH:28][C:3]=1[CH2:4][N:5]1[C:10](=[O:11])[C:9]([C:12]([O:14]CC)=[O:13])=[CH:8][N:7]([C:17]2[CH:18]=[CH:19][C:20]3[N:24]=[CH:23][N:22]([CH3:25])[C:21]=3[CH:26]=2)[C:6]1=[O:27].Cl.O. Product: [Cl:1][C:2]1[C:31]([C:32]([F:34])([F:35])[F:33])=[CH:30][CH:29]=[CH:28][C:3]=1[CH2:4][N:5]1[C:10](=[O:11])[C:9]([C:12]([OH:14])=[O:13])=[CH:8][N:7]([C:17]2[CH:18]=[CH:19][C:20]3[N:24]=[CH:23][N:22]([CH3:25])[C:21]=3[CH:26]=2)[C:6]1=[O:27]. The catalyst class is: 15. (2) Reactant: [OH:1]OS([O-])=O.[K+].[C:7]([C:11]1[N:15]([CH2:16][CH:17]2[CH2:22][CH2:21][O:20][CH2:19][CH2:18]2)[C:14]2[CH:23]=[CH:24][C:25]([S:27]([N:30]3[CH:34]=[C:33]([CH:35]=[O:36])[CH:32]=[N:31]3)(=[O:29])=[O:28])=[CH:26][C:13]=2[N:12]=1)([CH3:10])([CH3:9])[CH3:8]. Product: [C:7]([C:11]1[N:15]([CH2:16][CH:17]2[CH2:22][CH2:21][O:20][CH2:19][CH2:18]2)[C:14]2[CH:23]=[CH:24][C:25]([S:27]([N:30]3[CH:34]=[C:33]([C:35]([OH:1])=[O:36])[CH:32]=[N:31]3)(=[O:29])=[O:28])=[CH:26][C:13]=2[N:12]=1)([CH3:10])([CH3:8])[CH3:9]. The catalyst class is: 3. (3) Reactant: [Cl:1][C:2]1[CH:7]=[CH:6][CH:5]=[CH:4][C:3]=1[CH:8]1[CH2:11][CH2:10][C:9]1=[N:12]O.B.C1COCC1. Product: [Cl:1][C:2]1[CH:7]=[CH:6][CH:5]=[CH:4][C:3]=1[CH:8]1[CH2:11][CH2:10][CH:9]1[NH2:12]. The catalyst class is: 1. (4) Reactant: [F:1][C:2]1[CH:11]=[C:10]([I:12])[CH:9]=[CH:8][C:3]=1[N:4]=[C:5]=[N:6][CH3:7].[H-].[Na+].[CH2:15]([C:17]1[O:21][C:20]([CH2:22][C:23]([O:25][CH3:26])=[O:24])=[C:19]([C:27]([O:29]C)=O)[CH:18]=1)C. Product: [F:1][C:2]1[CH:11]=[C:10]([I:12])[CH:9]=[CH:8][C:3]=1[NH:4][C:5]1[N:6]([CH3:7])[C:27](=[O:29])[C:19]2[CH:18]=[C:17]([CH3:15])[O:21][C:20]=2[C:22]=1[C:23]([O:25][CH3:26])=[O:24]. The catalyst class is: 1. (5) Reactant: [Br:1][C:2]1[CH:3]=[N:4][C:5](Cl)=[N:6][CH:7]=1.CC(C)([O-])C.[K+].[OH:15][CH2:16][CH:17]1[CH2:22][CH2:21][N:20]([C:23]([O:25][C:26]([CH3:29])([CH3:28])[CH3:27])=[O:24])[CH2:19][CH2:18]1. Product: [Br:1][C:2]1[CH:3]=[N:4][C:5]([O:15][CH2:16][CH:17]2[CH2:22][CH2:21][N:20]([C:23]([O:25][C:26]([CH3:29])([CH3:28])[CH3:27])=[O:24])[CH2:19][CH2:18]2)=[N:6][CH:7]=1. The catalyst class is: 1. (6) Reactant: Cl[C:2]1[CH:3]=[N:4][CH:5]=[C:6]([Cl:10])[C:7]=1[CH:8]=[O:9].[NH:11]1[CH:15]=[CH:14][N:13]=[C:12]1[SH:16].C([O-])([O-])=O.[Cs+].[Cs+]. Product: [Cl:10][C:6]1[CH:5]=[N:4][CH:3]=[C:2]([S:16][C:12]2[NH:11][CH:15]=[CH:14][N:13]=2)[C:7]=1[CH:8]=[O:9]. The catalyst class is: 1. (7) The catalyst class is: 5. Product: [CH2:13]([N:10]1[CH:9]=[CH:8][C:4]([C:5]([OH:7])=[O:6])=[CH:3][C:2]1=[O:1])[C:14]1[CH:19]=[CH:18][CH:17]=[CH:16][CH:15]=1. Reactant: [OH:1][C:2]1[CH:3]=[C:4]([CH:8]=[CH:9][N:10]=1)[C:5]([OH:7])=[O:6].[OH-].[K+].[CH2:13](Br)[C:14]1[CH:19]=[CH:18][CH:17]=[CH:16][CH:15]=1.